This data is from Forward reaction prediction with 1.9M reactions from USPTO patents (1976-2016). The task is: Predict the product of the given reaction. (1) Given the reactants C([N:4]1[C:12]2[C:7](=[C:8]([C:14]([F:17])([F:16])[F:15])[C:9]([Br:13])=[CH:10][CH:11]=2)[CH2:6][CH:5]1[CH3:18])(=O)C.[OH-].[Na+], predict the reaction product. The product is: [Br:13][C:9]1[C:8]([C:14]([F:16])([F:15])[F:17])=[C:7]2[C:12](=[CH:11][CH:10]=1)[NH:4][CH:5]([CH3:18])[CH2:6]2. (2) Given the reactants [CH:1]([O:4][S:5]([CH2:8][CH3:9])(=[O:7])=[O:6])([CH3:3])[CH3:2].C([Li])CCC.[P:15](Cl)([O:20][CH2:21][CH3:22])([O:17][CH2:18][CH3:19])=[O:16].Cl, predict the reaction product. The product is: [CH:1]([O:4][S:5]([CH:8]([P:15]([O:20][CH2:21][CH3:22])([O:17][CH2:18][CH3:19])=[O:16])[CH3:9])(=[O:7])=[O:6])([CH3:3])[CH3:2]. (3) Given the reactants [CH3:1][O:2][NH:3][C:4]([C:6]1[C:7](=[O:29])[C:8]2[CH:13]=[N:12][C:11](S(C)(=O)=O)=[N:10][C:9]=2[N:18]([C:20]2[CH:21]=[C:22]3[C:26](=[CH:27][CH:28]=2)[CH2:25][CH2:24][CH2:23]3)[CH:19]=1)=[O:5].[NH2:30][C:31]1[CH:32]=[C:33]([CH:37]2[CH2:42][CH2:41][N:40]([C:43](=[O:45])[CH3:44])[CH2:39][CH2:38]2)[CH:34]=[CH:35][CH:36]=1, predict the reaction product. The product is: [CH3:1][O:2][NH:3][C:4]([C:6]1[C:7](=[O:29])[C:8]2[CH:13]=[N:12][C:11]([NH:30][C:31]3[CH:36]=[CH:35][CH:34]=[C:33]([CH:37]4[CH2:38][CH2:39][N:40]([C:43](=[O:45])[CH3:44])[CH2:41][CH2:42]4)[CH:32]=3)=[N:10][C:9]=2[N:18]([C:20]2[CH:21]=[C:22]3[C:26](=[CH:27][CH:28]=2)[CH2:25][CH2:24][CH2:23]3)[CH:19]=1)=[O:5].